Dataset: Full USPTO retrosynthesis dataset with 1.9M reactions from patents (1976-2016). Task: Predict the reactants needed to synthesize the given product. (1) Given the product [C:10]([S:9][CH2:8][CH:5]1[CH2:6][CH2:7][N:2]([CH3:1])[CH2:3][CH2:4]1)(=[O:12])[CH3:11], predict the reactants needed to synthesize it. The reactants are: [CH3:1][N:2]1[CH2:7][CH2:6][CH:5]([CH2:8][SH:9])[CH2:4][CH2:3]1.[C:10](OC(=O)C)(=[O:12])[CH3:11].C(Cl)(=O)C.N. (2) Given the product [C:1]1([C:7]2[C:11]3[CH:12]=[CH:13][C:14]([O:19][CH:20]([CH2:24][CH2:25][CH3:26])[CH2:21][CH2:22][O:23][S:28]([CH3:27])(=[O:30])=[O:29])=[C:15]([CH2:16][CH2:17][CH3:18])[C:10]=3[O:9][N:8]=2)[CH:2]=[CH:3][CH:4]=[CH:5][CH:6]=1, predict the reactants needed to synthesize it. The reactants are: [C:1]1([C:7]2[C:11]3[CH:12]=[CH:13][C:14]([O:19][CH:20]([CH2:24][CH2:25][CH3:26])[CH2:21][CH2:22][OH:23])=[C:15]([CH2:16][CH2:17][CH3:18])[C:10]=3[O:9][N:8]=2)[CH:6]=[CH:5][CH:4]=[CH:3][CH:2]=1.[CH3:27][S:28](Cl)(=[O:30])=[O:29]. (3) Given the product [N+:1]([C:4]1[CH:5]=[CH:6][C:7]([C:25]2[CH2:30][CH2:29][N:28]([C:31]([O:33][C:34]([CH3:37])([CH3:36])[CH3:35])=[O:32])[CH2:27][CH:26]=2)=[CH:8][CH:9]=1)([O-:3])=[O:2], predict the reactants needed to synthesize it. The reactants are: [N+:1]([C:4]1[CH:9]=[CH:8][C:7](B2OC(C)(C)C(C)(C)O2)=[CH:6][CH:5]=1)([O-:3])=[O:2].FC(F)(F)S(O[C:25]1[CH2:26][CH2:27][N:28]([C:31]([O:33][C:34]([CH3:37])([CH3:36])[CH3:35])=[O:32])[CH2:29][CH:30]=1)(=O)=O.C(=O)([O-])[O-].[Na+].[Na+].